Dataset: NCI-60 drug combinations with 297,098 pairs across 59 cell lines. Task: Regression. Given two drug SMILES strings and cell line genomic features, predict the synergy score measuring deviation from expected non-interaction effect. (1) Drug 1: C#CCC(CC1=CN=C2C(=N1)C(=NC(=N2)N)N)C3=CC=C(C=C3)C(=O)NC(CCC(=O)O)C(=O)O. Synergy scores: CSS=14.2, Synergy_ZIP=-3.44, Synergy_Bliss=1.56, Synergy_Loewe=2.26, Synergy_HSA=1.75. Drug 2: C(CC(=O)O)C(=O)CN.Cl. Cell line: NCI-H522. (2) Drug 1: C1=CC=C(C=C1)NC(=O)CCCCCCC(=O)NO. Synergy scores: CSS=43.2, Synergy_ZIP=-4.01, Synergy_Bliss=2.10, Synergy_Loewe=-2.40, Synergy_HSA=2.81. Cell line: PC-3. Drug 2: CC1C(C(CC(O1)OC2CC(OC(C2O)C)OC3=CC4=CC5=C(C(=O)C(C(C5)C(C(=O)C(C(C)O)O)OC)OC6CC(C(C(O6)C)O)OC7CC(C(C(O7)C)O)OC8CC(C(C(O8)C)O)(C)O)C(=C4C(=C3C)O)O)O)O. (3) Drug 1: C1CCC(C1)C(CC#N)N2C=C(C=N2)C3=C4C=CNC4=NC=N3. Drug 2: CN1C2=C(C=C(C=C2)N(CCCl)CCCl)N=C1CCCC(=O)O.Cl. Cell line: HCC-2998. Synergy scores: CSS=8.61, Synergy_ZIP=6.90, Synergy_Bliss=7.29, Synergy_Loewe=2.05, Synergy_HSA=1.57. (4) Drug 1: COC1=C(C=C2C(=C1)N=CN=C2NC3=CC(=C(C=C3)F)Cl)OCCCN4CCOCC4. Drug 2: CC1=C(N=C(N=C1N)C(CC(=O)N)NCC(C(=O)N)N)C(=O)NC(C(C2=CN=CN2)OC3C(C(C(C(O3)CO)O)O)OC4C(C(C(C(O4)CO)O)OC(=O)N)O)C(=O)NC(C)C(C(C)C(=O)NC(C(C)O)C(=O)NCCC5=NC(=CS5)C6=NC(=CS6)C(=O)NCCC[S+](C)C)O. Cell line: UACC-257. Synergy scores: CSS=19.0, Synergy_ZIP=0.646, Synergy_Bliss=6.14, Synergy_Loewe=3.16, Synergy_HSA=2.04. (5) Drug 1: C1=CC(=CC=C1CCCC(=O)O)N(CCCl)CCCl. Drug 2: C1C(C(OC1N2C=NC3=C2NC=NCC3O)CO)O. Cell line: ACHN. Synergy scores: CSS=30.2, Synergy_ZIP=-3.66, Synergy_Bliss=-3.98, Synergy_Loewe=-7.74, Synergy_HSA=-2.84. (6) Cell line: MDA-MB-435. Drug 1: C1=NC2=C(N=C(N=C2N1C3C(C(C(O3)CO)O)F)Cl)N. Synergy scores: CSS=79.3, Synergy_ZIP=5.73, Synergy_Bliss=2.18, Synergy_Loewe=1.90, Synergy_HSA=2.72. Drug 2: B(C(CC(C)C)NC(=O)C(CC1=CC=CC=C1)NC(=O)C2=NC=CN=C2)(O)O.